This data is from NCI-60 drug combinations with 297,098 pairs across 59 cell lines. The task is: Regression. Given two drug SMILES strings and cell line genomic features, predict the synergy score measuring deviation from expected non-interaction effect. (1) Drug 1: CCCS(=O)(=O)NC1=C(C(=C(C=C1)F)C(=O)C2=CNC3=C2C=C(C=N3)C4=CC=C(C=C4)Cl)F. Drug 2: CN(CCCl)CCCl.Cl. Cell line: TK-10. Synergy scores: CSS=15.6, Synergy_ZIP=-0.610, Synergy_Bliss=2.63, Synergy_Loewe=1.20, Synergy_HSA=2.50. (2) Cell line: SF-295. Drug 1: CC1=CC=C(C=C1)C2=CC(=NN2C3=CC=C(C=C3)S(=O)(=O)N)C(F)(F)F. Synergy scores: CSS=10.3, Synergy_ZIP=3.77, Synergy_Bliss=5.63, Synergy_Loewe=3.56, Synergy_HSA=3.92. Drug 2: CC1=C2C(C(=O)C3(C(CC4C(C3C(C(C2(C)C)(CC1OC(=O)C(C(C5=CC=CC=C5)NC(=O)OC(C)(C)C)O)O)OC(=O)C6=CC=CC=C6)(CO4)OC(=O)C)O)C)O.